This data is from NCI-60 drug combinations with 297,098 pairs across 59 cell lines. The task is: Regression. Given two drug SMILES strings and cell line genomic features, predict the synergy score measuring deviation from expected non-interaction effect. (1) Cell line: DU-145. Drug 2: COC1=C2C(=CC3=C1OC=C3)C=CC(=O)O2. Drug 1: CN(CCCl)CCCl.Cl. Synergy scores: CSS=25.5, Synergy_ZIP=-8.98, Synergy_Bliss=-5.22, Synergy_Loewe=-16.3, Synergy_HSA=-5.80. (2) Synergy scores: CSS=18.3, Synergy_ZIP=-1.35, Synergy_Bliss=-2.43, Synergy_Loewe=-1.04, Synergy_HSA=-1.34. Drug 1: CCC1=CC2CC(C3=C(CN(C2)C1)C4=CC=CC=C4N3)(C5=C(C=C6C(=C5)C78CCN9C7C(C=CC9)(C(C(C8N6C)(C(=O)OC)O)OC(=O)C)CC)OC)C(=O)OC.C(C(C(=O)O)O)(C(=O)O)O. Cell line: PC-3. Drug 2: B(C(CC(C)C)NC(=O)C(CC1=CC=CC=C1)NC(=O)C2=NC=CN=C2)(O)O. (3) Drug 1: CC=C1C(=O)NC(C(=O)OC2CC(=O)NC(C(=O)NC(CSSCCC=C2)C(=O)N1)C(C)C)C(C)C. Drug 2: CC12CCC3C(C1CCC2O)C(CC4=C3C=CC(=C4)O)CCCCCCCCCS(=O)CCCC(C(F)(F)F)(F)F. Cell line: MDA-MB-231. Synergy scores: CSS=15.6, Synergy_ZIP=1.82, Synergy_Bliss=4.91, Synergy_Loewe=-9.77, Synergy_HSA=4.06.